This data is from Full USPTO retrosynthesis dataset with 1.9M reactions from patents (1976-2016). The task is: Predict the reactants needed to synthesize the given product. Given the product [C:6].[OH:28][C:22]1([C:34]2[NH:13][C:9]3[CH:10]=[CH:11][CH:6]=[CH:7][C:8]=3[N:14]=2)[CH:21]=[CH:17][C:16]([OH:15])=[CH:24][CH:23]1[C:25]1[NH:13][C:9]2[CH:10]=[CH:11][CH:6]=[CH:7][C:8]=2[N:14]=1, predict the reactants needed to synthesize it. The reactants are: Cl.Cl.Cl.Cl.N[C:6]1[C:11](N)=[CH:10][C:9]([NH2:13])=[C:8]([NH2:14])[CH:7]=1.[OH:15][C:16]1[CH:24]=[C:23]([C:25](Cl)=O)[C:22]([OH:28])=[CH:21][C:17]=1C(Cl)=O.P(=O)(O)(O)O.[C:34].O=P12OP3(OP(OP(O3)(O1)=O)(=O)O2)=O.